From a dataset of Experimentally validated miRNA-target interactions with 360,000+ pairs, plus equal number of negative samples. Binary Classification. Given a miRNA mature sequence and a target amino acid sequence, predict their likelihood of interaction. The miRNA is mmu-miR-3065-5p with sequence UCAACAAAAUCACUGAUGCUGG. The protein sequence of the target gene is MSSCVSSQPTSDRVAPQDELGSGGGSREGQKPCEALRGLSSLSIHLGMESFIVVTECEPGRGVDLNLARDQPPEADGQELPLEASDPESRSPLSGRKMSLQEPSQGGPASSSNSLDMNGRCICPSLSYSPASSPQSSPRMPRRPTVESHHVSITGLQDCVQLNQYTLKDEIGKGSYGVVKLAYNENDNTYYAMKVLSKKKLIRQAGFPRRPPPRGARPAPGGCIQPRGPIEQVYQEIAILKKLDHPNVVKLVEVLDDPNEDHLYMVFELVNQGPVMEVPTLKPLSEDQARFYFQDLIKGI.... Result: 1 (interaction).